This data is from B-cell epitopes from IEDB database with 3,159 antigens for binding position prediction. The task is: Token-level Classification. Given an antigen amino acid sequence, predict which amino acid positions are active epitope sites capable of antibody binding. Output is a list of indices for active positions. Given the antigen sequence: MFIFLLFLTLTSGSDLDRCTTFDDVQAPNYTQHTSSMRGVYYPDEIFRSDTLYLTQDLFLPFYSNVTGFHTINHTFGNPVIPFKDGIYFAATEKSNVVRGWVFGSTMNNKSQSVIIINNSTNVVIRACNFELCDNPFFAVSKPMGTQTHTMIFDNAFNCTFEYISDAFSLDVSEKSGNFKHLREFVFKNKDGFLYVYKGYQPIDVVRDLPSGFNTLKPIFKLPLGINITNFRAILTAFSPAQDIWGTSAAAYFVGYLKPTTFMLKYDENGTITDAVDCSQNPLAELKCSVKSFEIDKGIYQTSNFRVVPSGDVVRFPNITNLCPFGEVFNATKFPSVYAWERKKISNCVADYSVLYNSTFFSTFKCYGVSATKLNDLCFSNVYADSFVVKGDDVRQIAPGQTGVIADYNYKLPDDFMGCVLAWNTRNIDATSTGNYNYKYRYLRHGKLRPFERDISNVPFSPDGKPCTPPALNCYWPLNDYGFYTTTGIGYQPYRVVVLS..., which amino acid positions are active epitope sites? The epitope positions are: [91, 92, 93, 94, 95, 96, 97, 98, 99, 100, 101, 102, 103, 104, 105, 106, 107]. The amino acids at these positions are: TEKSNVVRGWVFGSTMN.